From a dataset of Full USPTO retrosynthesis dataset with 1.9M reactions from patents (1976-2016). Predict the reactants needed to synthesize the given product. (1) Given the product [F:16][C:17]1[CH:22]=[C:21]([F:23])[CH:20]=[CH:19][C:18]=1[C:24]1[N:29]=[C:28]([N:30]2[CH2:31][CH2:32][N:33]([C:5]([NH:4][C:8]3[N:12]([CH3:13])[N:11]=[CH:10][CH:9]=3)=[O:7])[CH2:34][CH2:35]2)[CH:27]=[CH:26][CH:25]=1, predict the reactants needed to synthesize it. The reactants are: ClC(Cl)(Cl)C[N:4]([C:8]1[N:12]([CH3:13])[N:11]=[CH:10][CH:9]=1)[C:5](=[O:7])O.[F:16][C:17]1[CH:22]=[C:21]([F:23])[CH:20]=[CH:19][C:18]=1[C:24]1[N:29]=[C:28]([N:30]2[CH2:35][CH2:34][NH:33][CH2:32][CH2:31]2)[CH:27]=[CH:26][CH:25]=1. (2) Given the product [O:25]([C@H:33]([CH3:56])[C@H:34]([CH2:37][N:38]1[CH:46]=[N:45][C:44]2[C:39]1=[N:40][CH:41]=[N:42][C:43]=2[NH:47][C:48](=[O:55])[C:49]1[CH:50]=[CH:51][CH:52]=[CH:53][CH:54]=1)[CH2:35][O:36][C:1]([C:2]1[CH:9]=[CH:8][C:5]([O:6][CH3:7])=[CH:4][CH:3]=1)([C:10]1[CH:17]=[CH:16][C:13]([O:14][CH3:15])=[CH:12][CH:11]=1)[C:18]1[CH:19]=[CH:20][CH:21]=[CH:22][CH:23]=1)[Si:26]([C:29]([CH3:30])([CH3:31])[CH3:32])([CH3:28])[CH3:27], predict the reactants needed to synthesize it. The reactants are: [C:1](Cl)([C:18]1[CH:23]=[CH:22][CH:21]=[CH:20][CH:19]=1)([C:10]1[CH:17]=[CH:16][C:13]([O:14][CH3:15])=[CH:12][CH:11]=1)[C:2]1[CH:9]=[CH:8][C:5]([O:6][CH3:7])=[CH:4][CH:3]=1.[O:25]([C@H:33]([CH3:56])[C@H:34]([CH2:37][N:38]1[CH:46]=[N:45][C:44]2[C:39]1=[N:40][CH:41]=[N:42][C:43]=2[NH:47][C:48](=[O:55])[C:49]1[CH:54]=[CH:53][CH:52]=[CH:51][CH:50]=1)[CH2:35][OH:36])[Si:26]([C:29]([CH3:32])([CH3:31])[CH3:30])([CH3:28])[CH3:27]. (3) Given the product [ClH:16].[CH:1]1([NH:4][C:5](=[O:6])[C@@H:7]([OH:11])[C@@H:8]([NH2:9])[CH2:13][CH2:14][CH3:15])[CH2:3][CH2:2]1, predict the reactants needed to synthesize it. The reactants are: [CH:1]1([NH:4][C:5]([CH:7]2[O:11]C(C)=[N:9][CH:8]2[CH2:13][CH2:14][CH3:15])=[O:6])[CH2:3][CH2:2]1.[ClH:16].